Dataset: Reaction yield outcomes from USPTO patents with 853,638 reactions. Task: Predict the reaction yield, written as a fraction of the theoretical maximum amount of product (1.0 means a 100% yield; for example, 0.34 means a 34% yield). The reactants are [CH:1]1[C:6]([CH2:7][CH2:8][CH2:9][C:10]([OH:12])=[O:11])=[CH:5][CH:4]=[C:3]([N:13]([CH2:17][CH2:18][Cl:19])[CH2:14][CH2:15][Cl:16])[CH:2]=1.C1CCC(N=C=NC2CCCCC2)CC1.[NH2:35][CH2:36][C:37]([OH:39])=[O:38].[CH2:40]([OH:47])[C:41]([NH2:46])([CH2:44][OH:45])[CH2:42][OH:43].[CH3:48][CH2:49][CH2:50][CH2:51][CH2:52][CH2:53][CH2:54][CH2:55][CH2:56][CH2:57][CH2:58][CH2:59][CH2:60][CH2:61][CH2:62][C:63]([O:65][CH2:66][CH:67]([O:87][C:88]([CH2:90][CH2:91][CH2:92][CH2:93][CH2:94][CH2:95][CH2:96][CH2:97][CH2:98][CH2:99][CH2:100][CH2:101][CH2:102][CH2:103][CH3:104])=[O:89])[CH2:68][O:69][C:70]([CH2:72][CH2:73][CH2:74][CH2:75][CH2:76][CH2:77][CH2:78][CH2:79][CH2:80][CH2:81][CH2:82][CH2:83][CH2:84][CH2:85][CH3:86])=[O:71])=[O:64]. The catalyst is C(Cl)Cl.CN(C1C=CN=CC=1)C. The product is [CH:5]1[C:6]([CH2:7][CH2:8][CH2:9][C:10]([OH:12])=[O:11])=[CH:1][CH:2]=[C:3]([N:13]([CH2:14][CH2:15][Cl:16])[CH2:17][CH2:18][Cl:19])[CH:4]=1.[NH2:35][CH2:36][C:37]([OH:39])=[O:38].[CH2:40]([OH:47])[C:41]([NH2:46])([CH2:44][OH:45])[CH2:42][OH:43].[CH3:48][CH2:49][CH2:50][CH2:51][CH2:52][CH2:53][CH2:54][CH2:55][CH2:56][CH2:57][CH2:58][CH2:59][CH2:60][CH2:61][CH2:62][C:63]([O:65][CH2:66][CH:67]([O:87][C:88]([CH2:90][CH2:91][CH2:92][CH2:93][CH2:94][CH2:95][CH2:96][CH2:97][CH2:98][CH2:99][CH2:100][CH2:101][CH2:102][CH2:103][CH3:104])=[O:89])[CH2:68][O:69][C:70]([CH2:72][CH2:73][CH2:74][CH2:75][CH2:76][CH2:77][CH2:78][CH2:79][CH2:80][CH2:81][CH2:82][CH2:83][CH2:84][CH2:85][CH3:86])=[O:71])=[O:64]. The yield is 0.482.